Dataset: NCI-60 drug combinations with 297,098 pairs across 59 cell lines. Task: Regression. Given two drug SMILES strings and cell line genomic features, predict the synergy score measuring deviation from expected non-interaction effect. Cell line: LOX IMVI. Synergy scores: CSS=24.4, Synergy_ZIP=-6.67, Synergy_Bliss=1.74, Synergy_Loewe=3.73, Synergy_HSA=4.02. Drug 1: C1CC(=O)NC(=O)C1N2CC3=C(C2=O)C=CC=C3N. Drug 2: C1=CN(C(=O)N=C1N)C2C(C(C(O2)CO)O)O.Cl.